Dataset: Forward reaction prediction with 1.9M reactions from USPTO patents (1976-2016). Task: Predict the product of the given reaction. (1) Given the reactants [Br:1][C:2]1[C:3]([C@:8]([NH:25][S:26]([C:28]([CH3:31])([CH3:30])[CH3:29])=[O:27])([C:13]2[CH:18]=[CH:17][C:16]([O:19][C:20]([F:23])([F:22])[F:21])=[C:15]([F:24])[CH:14]=2)[CH:9]([OH:12])CO)=[N:4][CH:5]=[CH:6][CH:7]=1.I([O-])(=O)(=O)=O.[Na+].CCOC(C)=O, predict the reaction product. The product is: [Br:1][C:2]1[C:3]([C@:8]([NH:25][S@@:26]([C:28]([CH3:31])([CH3:30])[CH3:29])=[O:27])([C:13]2[CH:18]=[CH:17][C:16]([O:19][C:20]([F:23])([F:21])[F:22])=[C:15]([F:24])[CH:14]=2)[CH:9]=[O:12])=[N:4][CH:5]=[CH:6][CH:7]=1. (2) Given the reactants [O:1]=[C:2]1[CH:7]=[CH:6][CH:5]=[CH:4][N:3]1[CH2:8][C:9]1[CH:27]=[CH:26][C:12]([CH2:13][N:14]2[CH:18]=[C:17]([C:19]([OH:21])=O)[C:16]([C:22]([F:25])([F:24])[F:23])=[N:15]2)=[CH:11][CH:10]=1.Cl.[NH2:29][CH2:30][C:31]1[CH:32]=[C:33]2[C:37](=[N:38][CH:39]=1)[NH:36][CH:35]=[CH:34]2.C1C=CC2N(O)N=NC=2C=1.C(N(CC)CC)C.CCN=C=NCCCN(C)C.Cl, predict the reaction product. The product is: [NH:36]1[C:37]2=[N:38][CH:39]=[C:31]([CH2:30][NH:29][C:19]([C:17]3[C:16]([C:22]([F:25])([F:24])[F:23])=[N:15][N:14]([CH2:13][C:12]4[CH:11]=[CH:10][C:9]([CH2:8][N:3]5[CH:4]=[CH:5][CH:6]=[CH:7][C:2]5=[O:1])=[CH:27][CH:26]=4)[CH:18]=3)=[O:21])[CH:32]=[C:33]2[CH:34]=[CH:35]1.